From a dataset of Full USPTO retrosynthesis dataset with 1.9M reactions from patents (1976-2016). Predict the reactants needed to synthesize the given product. Given the product [CH2:1]([N:8]([CH3:19])[CH2:9][CH:10]([C:12]1[CH:13]=[CH:14][C:15]([F:18])=[CH:16][CH:17]=1)[OH:11])[C:2]1[CH:3]=[CH:4][CH:5]=[CH:6][CH:7]=1, predict the reactants needed to synthesize it. The reactants are: [CH2:1]([N:8]([CH3:19])[CH2:9][C:10]([C:12]1[CH:17]=[CH:16][C:15]([F:18])=[CH:14][CH:13]=1)=[O:11])[C:2]1[CH:7]=[CH:6][CH:5]=[CH:4][CH:3]=1.[BH4-].[Na+].